This data is from HIV replication inhibition screening data with 41,000+ compounds from the AIDS Antiviral Screen. The task is: Binary Classification. Given a drug SMILES string, predict its activity (active/inactive) in a high-throughput screening assay against a specified biological target. (1) The compound is O=C(OC1CCC(=C2SCCCS2)C1C1SCCCS1)c1ccccc1. The result is 0 (inactive). (2) The molecule is CC(=O)C=Cc1ccc(C)cc1. The result is 0 (inactive). (3) The drug is Cc1cc(=O)oc2c1c(C)nn2-c1cccc(Cl)c1. The result is 0 (inactive). (4) The compound is C=CC(=O)N1CN(C(=O)C=C)CN(C(=O)C=C)C1. The result is 0 (inactive). (5) The molecule is CCOC(=O)c1ccc2c(=O)n3c(C(=O)OCC)ccc3c(=O)n12. The result is 0 (inactive). (6) The result is 0 (inactive). The molecule is O=C(NN=Cc1cc(Br)ccc1O)NN=Cc1cc(Br)ccc1O. (7) The compound is C=CCOCn1ccc(NC(=O)c2ccccc2)nc1=O. The result is 0 (inactive). (8) The compound is O=C1c2ccccc2C2CC1c1ccccc12. The result is 0 (inactive). (9) The result is 0 (inactive). The compound is CCOC(=CC(=O)OC)NCCc1c[nH]c2ccccc12.